Dataset: Peptide-MHC class II binding affinity with 134,281 pairs from IEDB. Task: Regression. Given a peptide amino acid sequence and an MHC pseudo amino acid sequence, predict their binding affinity value. This is MHC class II binding data. (1) The peptide sequence is FRAAMATTANVPPAD. The MHC is DRB1_0802 with pseudo-sequence DRB1_0802. The binding affinity (normalized) is 0.224. (2) The peptide sequence is MFLKVGSLSKDELME. The MHC is DRB1_0101 with pseudo-sequence DRB1_0101. The binding affinity (normalized) is 0.556. (3) The peptide sequence is LANAGRSSGSRRPLG. The MHC is H-2-IAb with pseudo-sequence H-2-IAb. The binding affinity (normalized) is 0.209.